From a dataset of NCI-60 drug combinations with 297,098 pairs across 59 cell lines. Regression. Given two drug SMILES strings and cell line genomic features, predict the synergy score measuring deviation from expected non-interaction effect. (1) Drug 1: CC1=C2C(C(=O)C3(C(CC4C(C3C(C(C2(C)C)(CC1OC(=O)C(C(C5=CC=CC=C5)NC(=O)OC(C)(C)C)O)O)OC(=O)C6=CC=CC=C6)(CO4)OC(=O)C)OC)C)OC. Drug 2: C1=NC2=C(N1)C(=S)N=C(N2)N. Cell line: MOLT-4. Synergy scores: CSS=90.7, Synergy_ZIP=5.77, Synergy_Bliss=5.48, Synergy_Loewe=5.02, Synergy_HSA=7.51. (2) Drug 1: CC12CCC(CC1=CCC3C2CCC4(C3CC=C4C5=CN=CC=C5)C)O. Drug 2: C(CC(=O)O)C(=O)CN.Cl. Cell line: COLO 205. Synergy scores: CSS=2.30, Synergy_ZIP=-4.80, Synergy_Bliss=-11.9, Synergy_Loewe=-13.8, Synergy_HSA=-15.3.